Dataset: hERG potassium channel inhibition data for cardiac toxicity prediction from Karim et al.. Task: Regression/Classification. Given a drug SMILES string, predict its toxicity properties. Task type varies by dataset: regression for continuous values (e.g., LD50, hERG inhibition percentage) or binary classification for toxic/non-toxic outcomes (e.g., AMES mutagenicity, cardiotoxicity, hepatotoxicity). Dataset: herg_karim. (1) The molecule is CC(=O)NCCc1ccccc1-c1ccc([C@H]2CNCC[C@@H]2c2ccc(F)c(F)c2)c(Cl)c1. The result is 1 (blocker). (2) The compound is CCc1nc2cc3c(cc2s1)CCN(CCCSc1nnc(-c2ocnc2C)n1C)CC3. The result is 1 (blocker). (3) The molecule is Cc1ccc(C=NNC(=O)c2ccccc2Oc2ccccc2)o1. The result is 0 (non-blocker). (4) The compound is CN(C(=O)c1ccc(-c2ccc(F)cc2)cc1)[C@H]1CCc2cc(CN3CCN(C(N)=O)CC3)ccc2C1. The result is 1 (blocker). (5) The drug is Cc1nc2ccccc2n1C1CC2CCC(C1)N2CCC1(c2cccc(F)c2)CCN(C(=O)c2cc(NS(C)(=O)=O)c(F)cc2F)CC1. The result is 0 (non-blocker). (6) The drug is Cn1ccc(C2CCNCC2C(=O)N(Cc2cn(Cc3ccc(F)cc3)c3cccc(F)c23)C2CC2)cc1=O. The result is 1 (blocker). (7) The molecule is C[N+]CCC(Oc1ccc(C(F)(F)F)cc1)c1ccccc1. The result is 1 (blocker). (8) The molecule is CN(CCCC(=O)O)C(=N)c1ccc(C(=O)Nc2ccc(Cl)cc2C(=O)Nc2ccc(Cl)cn2)cc1. The result is 1 (blocker).